This data is from Catalyst prediction with 721,799 reactions and 888 catalyst types from USPTO. The task is: Predict which catalyst facilitates the given reaction. (1) Reactant: CN(C(ON1N=NC2C=CC=NC1=2)=[N+](C)C)C.F[P-](F)(F)(F)(F)F.CCN(C(C)C)C(C)C.[CH:34]1[CH:35]=[C:36]2[C:43](=[O:44])[N:42]([CH:45]3[C:51](=[O:52])[NH:50][C:48](=[O:49])[CH2:47][CH2:46]3)[CH2:41][C:37]2=[C:38]([NH2:40])[CH:39]=1.[CH3:53][C:54]([CH3:70])([O:56][C:57](=[O:69])[NH:58][CH2:59][CH2:60][O:61][CH2:62][CH2:63][O:64][CH2:65][C:66](O)=[O:67])[CH3:55]. Product: [O:52]=[C:51]1[CH:45]([N:42]2[CH2:41][C:37]3[C:36](=[CH:35][CH:34]=[CH:39][C:38]=3[NH:40][C:66](=[O:67])[CH2:65][O:64][CH2:63][CH2:62][O:61][CH2:60][CH2:59][NH:58][C:57](=[O:69])[O:56][C:54]([CH3:53])([CH3:55])[CH3:70])[C:43]2=[O:44])[CH2:46][CH2:47][C:48](=[O:49])[NH:50]1. The catalyst class is: 3. (2) Reactant: [C:1]([C:3]1[C:13]2[O:12][CH2:11][CH2:10][N:9]([C:14]([O:16][C:17]([CH3:20])([CH3:19])[CH3:18])=[O:15])[CH:8]([CH2:21]/[CH:22]=[CH:23]\[O:24][CH3:25])[C:7]=2[CH:6]=[CH:5][CH:4]=1)#[N:2].C(C1C2[O:37]CCN(C(OC(C)(C)C)=O)C(C/C=C/OC)C=2C=CC=1)#N.[Cr](Cl)([O-])(=O)=O.[NH+]1C=CC=CC=1. Product: [C:1]([C:3]1[C:13]2[O:12][CH2:11][CH2:10][N:9]([C:14]([O:16][C:17]([CH3:18])([CH3:19])[CH3:20])=[O:15])[CH:8]([CH2:21][CH2:22][C:23]([O:24][CH3:25])=[O:37])[C:7]=2[CH:6]=[CH:5][CH:4]=1)#[N:2]. The catalyst class is: 4. (3) Reactant: [H-].[Na+].[CH3:3][S:4]([NH2:7])(=[O:6])=[O:5].[CH3:8][C:9]1([CH3:37])[C:18]2[C:13](=[CH:14][CH:15]=[C:16]([C:19](O)=[O:20])[CH:17]=2)[NH:12][CH:11]([C:22]2[CH:27]=[CH:26][CH:25]=[C:24]([C:28](=[O:36])[NH:29][C:30]3[CH:35]=[CH:34][CH:33]=[CH:32][CH:31]=3)[CH:23]=2)[CH2:10]1.C(N1C=CN=C1)(N1C=CN=C1)=O. Product: [CH3:3][S:4]([NH:7][C:19]([C:16]1[CH:17]=[C:18]2[C:13](=[CH:14][CH:15]=1)[NH:12][CH:11]([C:22]1[CH:23]=[C:24]([CH:25]=[CH:26][CH:27]=1)[C:28]([NH:29][C:30]1[CH:31]=[CH:32][CH:33]=[CH:34][CH:35]=1)=[O:36])[CH2:10][C:9]2([CH3:37])[CH3:8])=[O:20])(=[O:6])=[O:5]. The catalyst class is: 35.